From a dataset of Full USPTO retrosynthesis dataset with 1.9M reactions from patents (1976-2016). Predict the reactants needed to synthesize the given product. (1) Given the product [C:1]1([NH:7][CH2:8][C:9]2[CH:14]=[CH:13][C:12]([CH2:15][C:16]3[CH:21]=[C:20]([C:22]4[C:23]([NH2:29])=[N:24][C:25]([NH2:28])=[CH:26][CH:27]=4)[O:18][N:17]=3)=[CH:11][CH:10]=2)[CH:6]=[CH:5][CH:4]=[CH:3][CH:2]=1, predict the reactants needed to synthesize it. The reactants are: [C:1]1([NH:7][CH2:8][C:9]2[CH:14]=[CH:13][C:12]([CH2:15][C:16](Cl)=[N:17][OH:18])=[CH:11][CH:10]=2)[CH:6]=[CH:5][CH:4]=[CH:3][CH:2]=1.[C:20]([C:22]1[C:23]([NH2:29])=[N:24][C:25]([NH2:28])=[CH:26][CH:27]=1)#[CH:21].C(N(CC)CC)C. (2) Given the product [CH2:1]([N:8]1[C:12]2[C:13](=[O:23])[N:14]([CH3:22])[C:15]([C:18]([O:20][CH3:21])=[O:19])=[C:16]([OH:27])[C:11]=2[CH:10]=[CH:9]1)[C:2]1[CH:7]=[CH:6][CH:5]=[CH:4][CH:3]=1, predict the reactants needed to synthesize it. The reactants are: [CH2:1]([N:8]1[C:12]2[C:13](=[O:23])[N:14]([CH3:22])[CH:15]([C:18]([O:20][CH3:21])=[O:19])[C:16](=N)[C:11]=2[CH:10]=[CH:9]1)[C:2]1[CH:7]=[CH:6][CH:5]=[CH:4][CH:3]=1.O.C(O)(=[O:27])C.OS(O)(=O)=O. (3) The reactants are: [CH3:1][C:2]1([CH3:22])[N:6]([C:7]2[S:8][C:9]3[CH:15]=[C:14]([C:16]#[N:17])[CH:13]=[CH:12][C:10]=3[N:11]=2)[C@@H:5]2[CH2:18][CH2:19][CH2:20][CH2:21][C@H:4]2[O:3]1.[H-].[H-].[H-].[H-].[Li+].[Al+3]. Given the product [CH3:1][C:2]1([CH3:22])[N:6]([C:7]2[S:8][C:9]3[CH:15]=[C:14]([CH2:16][NH2:17])[CH:13]=[CH:12][C:10]=3[N:11]=2)[C@@H:5]2[CH2:18][CH2:19][CH2:20][CH2:21][C@H:4]2[O:3]1, predict the reactants needed to synthesize it. (4) Given the product [F:6][C:7]([F:20])([F:21])[CH:8]([NH:19][C:1](=[O:4])[CH:2]=[CH2:3])[C:9]1[CH:14]=[CH:13][CH:12]=[C:11]([C:15]([F:17])([F:18])[F:16])[CH:10]=1, predict the reactants needed to synthesize it. The reactants are: [C:1](Cl)(=[O:4])[CH:2]=[CH2:3].[F:6][C:7]([F:21])([F:20])[CH:8]([NH2:19])[C:9]1[CH:14]=[CH:13][CH:12]=[C:11]([C:15]([F:18])([F:17])[F:16])[CH:10]=1.N1C=CC=CC=1. (5) The reactants are: [Cl:1][C:2]1[CH:7]=[CH:6][CH:5]=[CH:4][C:3]=1[C:8]1[N:17]([C:18]2[CH:23]=[CH:22][C:21]([Cl:24])=[CH:20][CH:19]=2)[C:11]2[CH:12]=[N:13][NH:14][C:15](=O)[C:10]=2[N:9]=1.O=P(Cl)(Cl)[Cl:27]. Given the product [Cl:27][C:15]1[N:14]=[N:13][CH:12]=[C:11]2[N:17]([C:18]3[CH:23]=[CH:22][C:21]([Cl:24])=[CH:20][CH:19]=3)[C:8]([C:3]3[CH:4]=[CH:5][CH:6]=[CH:7][C:2]=3[Cl:1])=[N:9][C:10]=12, predict the reactants needed to synthesize it. (6) Given the product [OH:3][CH:1]([CH:4]1[CH2:8][N:7]([CH2:9][C:10]2[CH:11]=[CH:12][C:13]([O:16][CH3:17])=[CH:14][CH:15]=2)[C:6](=[O:18])[CH2:5]1)[CH3:2], predict the reactants needed to synthesize it. The reactants are: [C:1]([CH:4]1[CH2:8][N:7]([CH2:9][C:10]2[CH:15]=[CH:14][C:13]([O:16][CH3:17])=[CH:12][CH:11]=2)[C:6](=[O:18])[CH2:5]1)(=[O:3])[CH3:2].[BH4-].[Na+]. (7) Given the product [C:26]([O:30][C:31]([N:33]1[CH:38]2[CH2:39][CH2:40][CH:34]1[CH2:35][CH:36]([O:41][C:5]1[CH:6]=[C:7]3[C:12](=[CH:13][C:4]=1[Cl:3])[C:11](=[O:14])[N:10]([CH2:15][C:16]1[CH:21]=[CH:20][C:19]([O:22][CH3:23])=[CH:18][CH:17]=1)[CH:9]=[CH:8]3)[CH2:37]2)=[O:32])([CH3:29])([CH3:27])[CH3:28], predict the reactants needed to synthesize it. The reactants are: [H-].[Na+].[Cl:3][C:4]1[CH:13]=[C:12]2[C:7]([CH:8]=[CH:9][N:10]([CH2:15][C:16]3[CH:21]=[CH:20][C:19]([O:22][CH3:23])=[CH:18][CH:17]=3)[C:11]2=[O:14])=[CH:6][C:5]=1F.O.[C:26]([O:30][C:31]([N:33]1[CH:38]2[CH2:39][CH2:40][CH:34]1[CH2:35][CH:36]([OH:41])[CH2:37]2)=[O:32])([CH3:29])([CH3:28])[CH3:27]. (8) Given the product [N+:40]([C:43]1[CH:51]=[C:47]([CH:46]=[C:45]([C:52]([F:53])([F:54])[F:55])[CH:44]=1)[C:48]([NH:19][CH2:20][C:21](=[O:22])[NH:23][CH:24]1[CH2:27][N:26]([CH:28]2[CH2:33][CH2:32][CH:31]([C:34]3[CH:39]=[CH:38][CH:37]=[CH:36][CH:35]=3)[CH2:30][CH2:29]2)[CH2:25]1)=[O:49])([O-:42])=[O:41], predict the reactants needed to synthesize it. The reactants are: CCN=C=NCCCN(C)C.OC(C(F)(F)F)=O.[NH2:19][CH2:20][C:21]([NH:23][CH:24]1[CH2:27][N:26]([CH:28]2[CH2:33][CH2:32][CH:31]([C:34]3[CH:39]=[CH:38][CH:37]=[CH:36][CH:35]=3)[CH2:30][CH2:29]2)[CH2:25]1)=[O:22].[N+:40]([C:43]1[CH:44]=[C:45]([C:52]([F:55])([F:54])[F:53])[CH:46]=[C:47]([CH:51]=1)[C:48](O)=[O:49])([O-:42])=[O:41].